From a dataset of Experimentally validated miRNA-target interactions with 360,000+ pairs, plus equal number of negative samples. Binary Classification. Given a miRNA mature sequence and a target amino acid sequence, predict their likelihood of interaction. (1) The miRNA is mmu-miR-1306-5p with sequence CACCACCUCCCCUGCAAACGUCC. The protein sequence of the target gene is MALVRDPEPAAGSSRWLPTHVQVTVLRASGLRGKSSGAGSTSDAYTVIQVGREKYSTSVVEKTQGCPEWCEECSFELPPGALDGLLRAQEADAGPAPWASGPNAACELVLTTMHRSLIGVDKFLGRATVALDEVFRAGRAQHTQWYRLHSKPGKKEKERGEIQVTIQFTRNNLSASMFDLSMKDKPRSPFSKLKDRVKGKKKYDLESASAILPSSALEDPELGSLGKMGKAKGFFLRNKLRKSSLTQSNTSLGSDSTLSSTSGSLVYQGPGAELLTRSPSHSSWLSTEGGRDSIQSPKLL.... Result: 1 (interaction). (2) The miRNA is hsa-miR-125b-5p with sequence UCCCUGAGACCCUAACUUGUGA. The protein sequence of the target gene is MEESNPAPTSCTSKGKHSKVSDLISHFEGGSVLSSYIDLQKDSTMNLNIPQTLGQPGLTSSPPRKFLPQHSPQKQENDPDQTQGQHGCLANGVVAAQNQMECEDEKETTLSPEMAIQTAAASPDTHVLNGERNETITDSASSIANSHDENASDSSCRTPGTDLGLPSKEGEPGMDAELQERENGVNTMGLDTLDQHHEVKETNEQKLHKIATELLLTERAYVSRLDLLDQVFYCKLLEEANRGSFPAEMVNKIFSNISSINAFHSKFLLPELEKRMQEWETTPRIGDILQKLAPFLKMYG.... Result: 0 (no interaction).